From a dataset of Forward reaction prediction with 1.9M reactions from USPTO patents (1976-2016). Predict the product of the given reaction. (1) Given the reactants [Br:1][C:2]1[CH:3]=[C:4]([C:8]2[C:12]([C:13](=[O:15])[CH3:14])=[C:11]([CH3:16])[O:10][N:9]=2)[CH:5]=[CH:6][CH:7]=1.CC(O)=O.[Br:21]Br.O, predict the reaction product. The product is: [Br:1][C:2]1[CH:3]=[C:4]([C:8]2[C:12]([C:13](=[O:15])[CH2:14][Br:21])=[C:11]([CH3:16])[O:10][N:9]=2)[CH:5]=[CH:6][CH:7]=1. (2) Given the reactants [NH2:1][C:2]1[N:7]=[C:6](Cl)[C:5]([C:9]#[N:10])=[C:4]([S:11][CH3:12])[N:3]=1.[CH3:13][C:14]1[CH:15]=[C:16](B2OC3C=CC=CC=3O2)[O:17][CH:18]=1.C(=O)([O-])[O-].[Na+].[Na+], predict the reaction product. The product is: [NH2:1][C:2]1[N:7]=[C:6]([C:16]2[O:17][CH:18]=[C:14]([CH3:13])[CH:15]=2)[C:5]([C:9]#[N:10])=[C:4]([S:11][CH3:12])[N:3]=1. (3) Given the reactants [F:1][C:2]1[CH:7]=[C:6]([CH2:8][CH2:9][CH3:10])[CH:5]=[CH:4][C:3]=1B(O)O.Br[C:15]1[CH:20]=[C:19]([F:21])[C:18]([C:22]([F:44])([F:43])[O:23][C:24]2[CH:29]=[CH:28][C:27]([C:30]3[CH:35]=[C:34]([F:36])[C:33]([C:37]([F:40])([F:39])[F:38])=[C:32]([F:41])[CH:31]=3)=[C:26]([F:42])[CH:25]=2)=[C:17]([F:45])[CH:16]=1.[OH-].[NH3+]N, predict the reaction product. The product is: [F:43][C:22]([F:44])([C:18]1[C:19]([F:21])=[CH:20][C:15]([C:3]2[CH:4]=[CH:5][C:6]([CH2:8][CH2:9][CH3:10])=[CH:7][C:2]=2[F:1])=[CH:16][C:17]=1[F:45])[O:23][C:24]1[CH:25]=[C:26]([F:42])[C:27]([C:30]2[CH:35]=[C:34]([F:36])[C:33]([C:37]([F:40])([F:39])[F:38])=[C:32]([F:41])[CH:31]=2)=[CH:28][CH:29]=1. (4) Given the reactants [Cl:1][C:2]1[CH:10]=[C:6]([C:7]([OH:9])=[O:8])[C:5]([OH:11])=[CH:4][CH:3]=1.C(=O)([O-])[O-].[K+].[K+].I[CH2:19][CH3:20].[OH-].[Na+], predict the reaction product. The product is: [Cl:1][C:2]1[CH:3]=[CH:4][C:5]([O:11][CH2:19][CH3:20])=[C:6]([CH:10]=1)[C:7]([OH:9])=[O:8]. (5) Given the reactants C[O:2][C:3](=[O:19])[C:4]1[CH:9]=[CH:8][CH:7]=[CH:6][C:5]=1[C:10]#[C:11][C:12]1[CH:17]=[CH:16][C:15]([Br:18])=[CH:14][CH:13]=1, predict the reaction product. The product is: [Br:18][C:15]1[CH:16]=[CH:17][C:12]([C:11]2[O:2][C:3](=[O:19])[C:4]3[C:5]([CH:10]=2)=[CH:6][CH:7]=[CH:8][CH:9]=3)=[CH:13][CH:14]=1. (6) The product is: [N:1]1[N:2]([C:6]2[CH:11]=[CH:10][C:9]([C:15]3[CH:20]=[CH:19][C:18]([N:21]4[CH2:25][C@H:24]([CH2:26][C:27](=[O:31])[C:28]([NH2:30])=[O:29])[O:23][CH2:22]4)=[CH:17][C:16]=3[F:32])=[CH:8][N:7]=2)[N:3]=[CH:4][CH:5]=1. Given the reactants [N:1]1[N:2]([C:6]2[CH:11]=[CH:10][C:9](Br)=[CH:8][N:7]=2)[N:3]=[CH:4][CH:5]=1.C[Sn](C)(C)[C:15]1[CH:20]=[CH:19][C:18]([N:21]2[CH2:25][C@H:24]([CH2:26][C:27](=[O:31])[C:28]([NH2:30])=[O:29])[O:23][CH2:22]2)=[CH:17][C:16]=1[F:32], predict the reaction product. (7) The product is: [N+:1]([C:4]1[CH:11]=[CH:10][CH:9]=[CH:8][C:5]=1[CH:6]=[O:7])([O-:3])=[O:2]. Given the reactants [N+:1]([C:4]1[CH:11]=[CH:10][CH:9]=[CH:8][C:5]=1[CH2:6][OH:7])([O-:3])=[O:2].O, predict the reaction product.